From a dataset of Forward reaction prediction with 1.9M reactions from USPTO patents (1976-2016). Predict the product of the given reaction. (1) Given the reactants C[O:2][C:3]([C:5]1[CH:10]=[C:9]([Br:11])[C:8](=[O:12])[N:7]([C:13]2[CH:18]=[CH:17][CH:16]=[CH:15][CH:14]=2)[C:6]=1[CH2:19][N:20]([CH2:31][C:32]([O:34][CH3:35])=[O:33])S(C1C=CC(C)=CC=1)(=O)=O)=O.C[O-].[Na+].Cl, predict the reaction product. The product is: [CH3:35][O:34][C:32]([C:31]1[C:3]([OH:2])=[C:5]2[C:6](=[CH:19][N:20]=1)[N:7]([C:13]1[CH:18]=[CH:17][CH:16]=[CH:15][CH:14]=1)[C:8](=[O:12])[C:9]([Br:11])=[CH:10]2)=[O:33]. (2) Given the reactants N1C2C(=CC=CC=2)C(=O)C1=O.[C:12](=[O:15])([O-])[O-].[K+].[K+].BrC1C=CC(CBr)=C(F)C=1.[Br:28][C:29]1[CH:46]=[CH:45][C:32]([CH2:33][N:34]2[C:42]3[C:37](=[CH:38][CH:39]=[CH:40][CH:41]=3)[C:36](=[O:43])[C:35]2=O)=[C:31]([F:47])[CH:30]=1.C[Mg]Br, predict the reaction product. The product is: [Br:28][C:29]1[CH:46]=[CH:45][C:32]([CH2:33][N:34]2[C:42]3[C:37](=[CH:38][CH:39]=[CH:40][CH:41]=3)[C:36]([OH:43])([CH3:35])[C:12]2=[O:15])=[C:31]([F:47])[CH:30]=1.